Dataset: Full USPTO retrosynthesis dataset with 1.9M reactions from patents (1976-2016). Task: Predict the reactants needed to synthesize the given product. (1) Given the product [OH:7][CH2:8][CH2:9][CH2:10][C:11]1([C:32]#[N:33])[CH2:18][C:17]2[C:12]1=[CH:13][C:14]([O:21][Si:22]([CH:26]([CH3:28])[CH3:27])([CH:23]([CH3:24])[CH3:25])[CH:29]([CH3:31])[CH3:30])=[C:15]([O:19][CH3:20])[CH:16]=2, predict the reactants needed to synthesize it. The reactants are: O1CCCCC1[O:7][CH2:8][CH2:9][CH2:10][C:11]1([C:32]#[N:33])[CH2:18][C:17]2[C:12]1=[CH:13][C:14]([O:21][Si:22]([CH:29]([CH3:31])[CH3:30])([CH:26]([CH3:28])[CH3:27])[CH:23]([CH3:25])[CH3:24])=[C:15]([O:19][CH3:20])[CH:16]=2.CC1C=CC(S([O-])(=O)=O)=CC=1.C1C=C[NH+]=CC=1.C([O-])(O)=O.[Na+]. (2) Given the product [CH:30]([C:29]1[C:24]([O:12][CH2:11][CH2:10][CH2:9][C:8]2[C:4]([CH2:1][CH2:2][CH3:3])=[N:5][N:6]([C:13]3[CH:18]=[CH:17][C:16]([C:19]([F:21])([F:20])[F:22])=[CH:15][N:14]=3)[CH:7]=2)=[C:25]([CH2:33][C:34]([O:36][CH3:37])=[O:35])[CH:26]=[CH:27][CH:28]=1)([CH3:32])[CH3:31], predict the reactants needed to synthesize it. The reactants are: [CH2:1]([C:4]1[C:8]([CH2:9][CH2:10][CH2:11][OH:12])=[CH:7][N:6]([C:13]2[CH:18]=[CH:17][C:16]([C:19]([F:22])([F:21])[F:20])=[CH:15][N:14]=2)[N:5]=1)[CH2:2][CH3:3].O[C:24]1[C:29]([CH:30]([CH3:32])[CH3:31])=[CH:28][CH:27]=[CH:26][C:25]=1[CH2:33][C:34]([O:36][CH3:37])=[O:35].C(P(CCCC)CCCC)CCC.N(C(N1CCCCC1)=O)=NC(N1CCCCC1)=O. (3) Given the product [Br:24][CH:15]1[CH2:14][CH2:13][CH2:12][C:11]2[CH:18]=[C:7]([N:6]3[CH2:5][C@H:4]([CH2:19][NH:20][C:21](=[O:23])[CH3:22])[O:3][C:2]3=[O:1])[CH:8]=[CH:9][C:10]=2[C:16]1=[O:17], predict the reactants needed to synthesize it. The reactants are: [O:1]=[C:2]1[N:6]([C:7]2[CH:8]=[CH:9][C:10]3[C:16](=[O:17])[CH2:15][CH2:14][CH2:13][CH2:12][C:11]=3[CH:18]=2)[CH2:5][C@H:4]([CH2:19][NH:20][C:21](=[O:23])[CH3:22])[O:3]1.[Br:24]Br.C(=O)(O)[O-].[Na+].C(Cl)Cl.